Dataset: Forward reaction prediction with 1.9M reactions from USPTO patents (1976-2016). Task: Predict the product of the given reaction. (1) Given the reactants [F:1][C:2]([F:35])([CH3:34])[C:3]([NH:5][C@@H:6]([CH3:33])[C@H:7]([O:14][C:15]1[CH:16]=[C:17]2[C:21](=[CH:22][CH:23]=1)[N:20]([C:24]1[CH:25]=[C:26]([CH:30]=[CH:31][CH:32]=1)[C:27]([NH2:29])=[O:28])[N:19]=[CH:18]2)[C:8]1[CH:13]=[CH:12][CH:11]=[CH:10][CH:9]=1)=[O:4].Cl.N[C@H:38]([C:42]1[CH:47]=[CH:46][CH:45]=[CH:44][CH:43]=1)[C:39]([NH2:41])=[O:40], predict the reaction product. The product is: [NH2:41][C:39](=[O:40])[C@H:38]([NH:29][C:27](=[O:28])[C:26]1[CH:30]=[CH:31][CH:32]=[C:24]([N:20]2[C:21]3[C:17](=[CH:16][C:15]([O:14][C@H:7]([C:8]4[CH:9]=[CH:10][CH:11]=[CH:12][CH:13]=4)[C@@H:6]([NH:5][C:3](=[O:4])[C:2]([F:1])([F:35])[CH3:34])[CH3:33])=[CH:23][CH:22]=3)[CH:18]=[N:19]2)[CH:25]=1)[C:42]1[CH:47]=[CH:46][CH:45]=[CH:44][CH:43]=1. (2) The product is: [Cl:36][C:35]1[CH:34]=[CH:33][CH:32]=[C:31]([Cl:37])[C:30]=1[C:23]1[C:22]([CH2:21][O:20][C:17]2[CH:18]=[CH:19][C:14]([C:10]3[CH:9]=[C:8]4[C:13]([C:5]([C:3]([OH:4])=[O:2])=[C:6]([CH3:42])[N:7]4[CH:39]([CH3:40])[CH3:41])=[CH:12][CH:11]=3)=[C:15]([CH3:38])[CH:16]=2)=[C:26]([CH:27]([CH3:29])[CH3:28])[O:25][N:24]=1. Given the reactants C[O:2][C:3]([C:5]1[C:13]2[C:8](=[CH:9][C:10]([C:14]3[CH:19]=[CH:18][C:17]([O:20][CH2:21][C:22]4[C:23]([C:30]5[C:35]([Cl:36])=[CH:34][CH:33]=[CH:32][C:31]=5[Cl:37])=[N:24][O:25][C:26]=4[CH:27]([CH3:29])[CH3:28])=[CH:16][C:15]=3[CH3:38])=[CH:11][CH:12]=2)[N:7]([CH:39]([CH3:41])[CH3:40])[C:6]=1[CH3:42])=[O:4].[OH-].[Na+].Cl, predict the reaction product. (3) Given the reactants F[C:2]1[CH:9]=[C:8]([N:10]2[C:22]3[CH:21]=[CH:20][CH:19]=[C:18]([C:23]4[NH:27][C:26]5[CH:28]=[C:29]([F:32])[CH:30]=[CH:31][C:25]=5[N:24]=4)[C:17]=3[C:16]3[C:11]2=[CH:12][CH:13]=[CH:14][CH:15]=3)[CH:7]=[CH:6][C:3]=1[C:4]#[N:5].C(=O)([O-])[O-].[K+].[K+].Cl.[CH3:40][N:41]1[CH:45]=[C:44]([CH2:46][CH2:47][NH2:48])[N:43]=[CH:42]1.[OH-:49].[Na+].OO, predict the reaction product. The product is: [F:32][C:29]1[CH:30]=[CH:31][C:25]2[N:24]=[C:23]([C:18]3[C:17]4[C:16]5[C:11](=[CH:12][CH:13]=[CH:14][CH:15]=5)[N:10]([C:8]5[CH:7]=[CH:6][C:3]([C:4]([NH2:5])=[O:49])=[C:2]([NH:48][CH2:47][CH2:46][C:44]6[N:43]=[CH:42][N:41]([CH3:40])[CH:45]=6)[CH:9]=5)[C:22]=4[CH:21]=[CH:20][CH:19]=3)[NH:27][C:26]=2[CH:28]=1. (4) Given the reactants [NH2:1][C:2]1[CH:7]=[CH:6][C:5]([C:8]2[CH:13]=[CH:12][C:11]([NH:14][C:15](=[O:20])[CH2:16][CH2:17][CH2:18][CH3:19])=[CH:10][CH:9]=2)=[CH:4][CH:3]=1.[C:21](Cl)(Cl)=[S:22].C(N(CC)CC)C, predict the reaction product. The product is: [N:1]([C:2]1[CH:7]=[CH:6][C:5]([C:8]2[CH:13]=[CH:12][C:11]([NH:14][C:15](=[O:20])[CH2:16][CH2:17][CH2:18][CH3:19])=[CH:10][CH:9]=2)=[CH:4][CH:3]=1)=[C:21]=[S:22]. (5) Given the reactants [H-].[K+].[CH2:3]([N:6]([C:23]1[CH:28]=[CH:27][C:26]([O:29][CH2:30][C:31]2[CH:36]=[CH:35][CH:34]=[CH:33][CH:32]=2)=[CH:25][CH:24]=1)[C:7]([NH:9][C:10]1[CH:15]=[CH:14][C:13]([O:16][C:17]2[CH:22]=[CH:21][CH:20]=[CH:19][CH:18]=2)=[CH:12][CH:11]=1)=[O:8])[CH:4]=[CH2:5].[CH2:37](Br)[CH:38]=[CH2:39], predict the reaction product. The product is: [CH2:39]([N:9]([C:10]1[CH:11]=[CH:12][C:13]([O:16][C:17]2[CH:22]=[CH:21][CH:20]=[CH:19][CH:18]=2)=[CH:14][CH:15]=1)[C:7]([N:6]([CH2:3][CH:4]=[CH2:5])[C:23]1[CH:24]=[CH:25][C:26]([O:29][CH2:30][C:31]2[CH:36]=[CH:35][CH:34]=[CH:33][CH:32]=2)=[CH:27][CH:28]=1)=[O:8])[CH:38]=[CH2:37]. (6) Given the reactants [CH3:1][O:2][C:3]1[CH:4]=[C:5]2[C:8](=[CH:9][C:10]=1[O:11][CH3:12])[CH:7]([NH:13][C:14](=O)OCC)[CH2:6]2.[H-].[H-].[H-].[H-].[Li+].[Al+3].O.[OH-].[Na+], predict the reaction product. The product is: [CH3:1][O:2][C:3]1[CH:4]=[C:5]2[C:8](=[CH:9][C:10]=1[O:11][CH3:12])[CH:7]([NH:13][CH3:14])[CH2:6]2. (7) Given the reactants [Br:1][C:2]1[CH:3]=[C:4]2[C:10](I)=[N:9][NH:8][C:5]2=[N:6][CH:7]=1.CN(C)C=O.C(N(CC)C(C)C)(C)C.[C:26]([O:30][C:31](=[O:36])[NH:32][CH2:33][C:34]#[CH:35])([CH3:29])([CH3:28])[CH3:27].ClCCl, predict the reaction product. The product is: [Br:1][C:2]1[CH:3]=[C:4]2[C:10]([C:35]#[C:34][CH2:33][NH:32][C:31](=[O:36])[O:30][C:26]([CH3:28])([CH3:27])[CH3:29])=[N:9][NH:8][C:5]2=[N:6][CH:7]=1.